Dataset: Catalyst prediction with 721,799 reactions and 888 catalyst types from USPTO. Task: Predict which catalyst facilitates the given reaction. (1) Reactant: [NH2:1][C:2]1[C:3]([Cl:9])=[N:4][CH:5]=[C:6]([Br:8])[CH:7]=1.[F:10][CH:11]([F:23])[O:12][C:13]1[CH:14]=[C:15]([S:19](Cl)(=[O:21])=[O:20])[CH:16]=[CH:17][CH:18]=1.C(=O)([O-])[O-].[K+].[K+]. Product: [Br:8][C:6]1[CH:7]=[C:2]([NH:1][S:19]([C:15]2[CH:16]=[CH:17][CH:18]=[C:13]([O:12][CH:11]([F:10])[F:23])[CH:14]=2)(=[O:21])=[O:20])[C:3]([Cl:9])=[N:4][CH:5]=1. The catalyst class is: 17. (2) Reactant: Br[C:2]1[C:3]2[N:4]([N:9]=[C:10]([NH2:12])[N:11]=2)[CH:5]=[C:6]([CH3:8])[CH:7]=1.[F:13][C:14]1[CH:19]=[CH:18][C:17](B(O)O)=[C:16]([CH3:23])[CH:15]=1. Product: [F:13][C:14]1[CH:19]=[CH:18][C:17]([C:2]2[C:3]3[N:4]([N:9]=[C:10]([NH2:12])[N:11]=3)[CH:5]=[C:6]([CH3:8])[CH:7]=2)=[C:16]([CH3:23])[CH:15]=1. The catalyst class is: 216.